Dataset: Reaction yield outcomes from USPTO patents with 853,638 reactions. Task: Predict the reaction yield, written as a fraction of the theoretical maximum amount of product (1.0 means a 100% yield; for example, 0.34 means a 34% yield). (1) The reactants are Cl[C:2]1[N:7]=[C:6]([CH3:8])[C:5]([C:9]([O:11][CH3:12])=[O:10])=[C:4]([NH:13][C:14]2[CH:15]=[C:16]([CH3:20])[CH:17]=[CH:18][CH:19]=2)[N:3]=1.[CH2:21]([NH:24][C:25](=[O:31])[O:26][C:27]([CH3:30])([CH3:29])[CH3:28])[C:22]#[CH:23].C(N(CC)CC)C. The catalyst is CC(N(C)C)=O.C1C=CC([P]([Pd]([P](C2C=CC=CC=2)(C2C=CC=CC=2)C2C=CC=CC=2)([P](C2C=CC=CC=2)(C2C=CC=CC=2)C2C=CC=CC=2)[P](C2C=CC=CC=2)(C2C=CC=CC=2)C2C=CC=CC=2)(C2C=CC=CC=2)C2C=CC=CC=2)=CC=1.[Cu]I. The product is [C:27]([O:26][C:25]([NH:24][CH2:21][C:22]#[C:23][C:2]1[N:7]=[C:6]([CH3:8])[C:5]([C:9]([O:11][CH3:12])=[O:10])=[C:4]([NH:13][C:14]2[CH:15]=[C:16]([CH3:20])[CH:17]=[CH:18][CH:19]=2)[N:3]=1)=[O:31])([CH3:30])([CH3:29])[CH3:28]. The yield is 0.340. (2) The reactants are [CH3:1][C:2]1[C:10]2[C:5](=[CH:6][CH:7]=[C:8]([C:11]#[N:12])[CH:9]=2)[NH:4][C:3]=1[C:13]1[CH:14]=[N:15][CH:16]=[CH:17][CH:18]=1.CN(C=[O:23])C.[H-].[Na+].Cl[CH2:27][O:28][C:29](=[O:34])[C:30]([CH3:33])([CH3:32])[CH3:31]. The yield is 0.00100. The catalyst is C(OCC)(=O)C. The product is [NH4+:4].[OH-:23].[C:11]([C:8]1[CH:9]=[C:10]2[C:5](=[CH:6][CH:7]=1)[N:4]([CH2:27][O:28][C:29](=[O:34])[C:30]([CH3:33])([CH3:32])[CH3:31])[C:3]([C:13]1[CH:14]=[N:15][CH:16]=[CH:17][CH:18]=1)=[C:2]2[CH3:1])#[N:12].